Dataset: Forward reaction prediction with 1.9M reactions from USPTO patents (1976-2016). Task: Predict the product of the given reaction. (1) Given the reactants [Cl:1][C:2]1[CH:7]=[C:6]([O:8][CH2:9][C:10]2[C:11]([C:18]3[C:23]([Cl:24])=[CH:22][CH:21]=[CH:20][C:19]=3[Cl:25])=[N:12][O:13][C:14]=2[CH:15]2[CH2:17][CH2:16]2)[CH:5]=[CH:4][C:3]=1[C:26]1([OH:40])[CH2:29][CH:28]([C:30]2[CH:31]=[C:32]([S:36](Cl)(=[O:38])=[O:37])[CH:33]=[CH:34][CH:35]=2)[CH2:27]1.[NH4+:41].[OH-], predict the reaction product. The product is: [Cl:1][C:2]1[CH:7]=[C:6]([O:8][CH2:9][C:10]2[C:11]([C:18]3[C:23]([Cl:24])=[CH:22][CH:21]=[CH:20][C:19]=3[Cl:25])=[N:12][O:13][C:14]=2[CH:15]2[CH2:17][CH2:16]2)[CH:5]=[CH:4][C:3]=1[C:26]1([OH:40])[CH2:29][CH:28]([C:30]2[CH:31]=[C:32]([S:36]([NH2:41])(=[O:38])=[O:37])[CH:33]=[CH:34][CH:35]=2)[CH2:27]1. (2) Given the reactants N(C1N=CN=C2N(C3C=CC=CN=3)N=CC=12)N.C(=O)C1C=CN=CC=1.CO[C:28]1[N:33]=[C:32]([N:34]2[C:38]3=[N:39][CH:40]=[N:41][C:42]([NH:43][N:44]=[CH:45][C:46]4[CH:51]=[CH:50][N:49]=[CH:48][CH:47]=4)=[C:37]3[CH:36]=[N:35]2)[CH:31]=[CH:30][CH:29]=1, predict the reaction product. The product is: [N:33]1[CH:28]=[CH:29][CH:30]=[CH:31][C:32]=1[N:34]1[C:38]2=[N:39][CH:40]=[N:41][C:42]([NH:43][N:44]=[CH:45][C:46]3[CH:51]=[CH:50][N:49]=[CH:48][CH:47]=3)=[C:37]2[CH:36]=[N:35]1. (3) The product is: [CH3:1][S:2]([C:5]1[N:10]=[CH:9][C:8]([CH:11]2[CH2:16][CH2:15][CH:14]([O:17][CH2:18][CH:19]3[CH2:24][CH2:23][N:22]([C:25]([O:27][C:28]([CH3:31])([CH3:30])[CH3:29])=[O:26])[CH2:21][CH2:20]3)[CH2:13][CH2:12]2)=[CH:7][CH:6]=1)(=[O:3])=[O:4]. Given the reactants [CH3:1][S:2]([C:5]1[N:10]=[CH:9][C:8]([C:11]2[CH2:16][CH2:15][CH:14]([O:17][CH2:18][CH:19]3[CH2:24][CH2:23][N:22]([C:25]([O:27][C:28]([CH3:31])([CH3:30])[CH3:29])=[O:26])[CH2:21][CH2:20]3)[CH2:13][CH:12]=2)=[CH:7][CH:6]=1)(=[O:4])=[O:3], predict the reaction product. (4) Given the reactants C([O:8][N:9]1[C:14]2[N:15]=[CH:16][N:17]=[CH:18][C:13]=2[C:12]([NH:19][CH2:20][C:21]2[CH:26]=[CH:25][C:24]([OH:27])=[C:23]([OH:28])[CH:22]=2)=[CH:11][C:10]1=[O:29])C1C=CC=CC=1.CO.[H][H], predict the reaction product. The product is: [OH:28][C:23]1[CH:22]=[C:21]([CH:26]=[CH:25][C:24]=1[OH:27])[CH2:20][NH:19][C:12]1[C:13]2[CH:18]=[N:17][CH:16]=[N:15][C:14]=2[N:9]([OH:8])[C:10](=[O:29])[CH:11]=1. (5) Given the reactants [N+:1]([C:4]1[CH:5]=[C:6]([CH:13]=[CH:14][C:15]=1[OH:16])[CH2:7][C@@H:8]([C:10]([OH:12])=[O:11])[NH2:9])([O-:3])=[O:2].[O:17](C(OC(C)(C)C)=O)[C:18]([O:20][C:21]([CH3:24])([CH3:23])[CH3:22])=O.C(O)CCC, predict the reaction product. The product is: [C:18]([NH:9][C@H:8]([C:10]([OH:12])=[O:11])[CH2:7][C:6]1[CH:13]=[CH:14][C:15]([OH:16])=[C:4]([N+:1]([O-:3])=[O:2])[CH:5]=1)([O:20][C:21]([CH3:24])([CH3:23])[CH3:22])=[O:17].